From a dataset of Forward reaction prediction with 1.9M reactions from USPTO patents (1976-2016). Predict the product of the given reaction. (1) Given the reactants [CH2:1]([O:3][C:4]1[CH:5]=[C:6]([C:13]([O:21]C)(OC)[CH2:14][CH2:15][C:16]([O-:18])=O)[CH:7]=[CH:8][C:9]=1[O:10][CH2:11][CH3:12])[CH3:2].[K+].ClC1C=C(Cl)C=C(Cl)C=1C(Cl)=O.[C:36]1([C:42]2[CH:47]=[C:46]([NH2:48])[CH:45]=[C:44]([C:49]3[CH:54]=[CH:53][CH:52]=[CH:51][CH:50]=3)[N:43]=2)[CH:41]=[CH:40][CH:39]=[CH:38][CH:37]=1.FC(F)(F)C(O)=O, predict the reaction product. The product is: [CH2:1]([O:3][C:4]1[CH:5]=[C:6]([C:13](=[O:21])[CH2:14][CH2:15][C:16]([NH:48][C:46]2[CH:47]=[C:42]([C:36]3[CH:41]=[CH:40][CH:39]=[CH:38][CH:37]=3)[N:43]=[C:44]([C:49]3[CH:50]=[CH:51][CH:52]=[CH:53][CH:54]=3)[CH:45]=2)=[O:18])[CH:7]=[CH:8][C:9]=1[O:10][CH2:11][CH3:12])[CH3:2]. (2) Given the reactants [NH2:1][C:2]1[C:10]([N+:11]([O-:13])=[O:12])=[CH:9][C:5]([C:6]([OH:8])=O)=[C:4]([O:14][CH2:15][C:16]([F:19])([F:18])[F:17])[CH:3]=1.ClC(N(C)C)=C(C)C.[NH2:28][C:29]1[CH:34]=[C:33]([C:35]([F:38])([F:37])[F:36])[CH:32]=[C:31]([N:39]([CH3:41])[CH3:40])[N:30]=1, predict the reaction product. The product is: [NH2:1][C:2]1[C:10]([N+:11]([O-:13])=[O:12])=[CH:9][C:5]([C:6]([NH:28][C:29]2[CH:34]=[C:33]([C:35]([F:36])([F:38])[F:37])[CH:32]=[C:31]([N:39]([CH3:41])[CH3:40])[N:30]=2)=[O:8])=[C:4]([O:14][CH2:15][C:16]([F:19])([F:18])[F:17])[CH:3]=1.